From a dataset of Forward reaction prediction with 1.9M reactions from USPTO patents (1976-2016). Predict the product of the given reaction. (1) Given the reactants S(Cl)(C1C=[CH:9][C:7]([CH3:8])=[CH:6]C=1)(=O)=O.[Br:12][C:13]1[N:18]=[C:17]([C:19]([OH:21])=[O:20])[CH:16]=[CH:15][CH:14]=1.N1C=CC=CC=1.C([O-])(O)=O.[Na+], predict the reaction product. The product is: [C:7]([O:20][C:19]([C:17]1[CH:16]=[CH:15][CH:14]=[C:13]([Br:12])[N:18]=1)=[O:21])([CH3:9])([CH3:8])[CH3:6]. (2) Given the reactants Br[CH2:2][C:3]1[CH:8]=[CH:7][C:6]([C:9]2[N:10]=[N:11][S:12][CH:13]=2)=[CH:5][CH:4]=1.[CH3:14][C:15]([O:18][C:19]([N:21]1[CH2:27][CH2:26][C:25]2[CH:28]=[CH:29][C:30](B(O)O)=[CH:31][C:24]=2[CH2:23][CH2:22]1)=[O:20])([CH3:17])[CH3:16].C(=O)([O-])[O-].[Na+].[Na+], predict the reaction product. The product is: [S:12]1[CH:13]=[C:9]([C:6]2[CH:7]=[CH:8][C:3]([CH2:2][C:29]3[CH:30]=[CH:31][C:24]4[CH2:23][CH2:22][N:21]([C:19]([O:18][C:15]([CH3:14])([CH3:16])[CH3:17])=[O:20])[CH2:27][CH2:26][C:25]=4[CH:28]=3)=[CH:4][CH:5]=2)[N:10]=[N:11]1. (3) Given the reactants Cl.[Cl:2][C:3]1[C:4]([CH2:15][CH3:16])=[C:5]([N:9]2[CH2:14][CH2:13][NH:12][CH2:11][CH2:10]2)[CH:6]=[CH:7][CH:8]=1.[O:17]=[C:18]1[NH:27][C:26]2[N:25]=[C:24]([O:28][CH2:29][CH2:30][CH2:31][CH:32]=O)[CH:23]=[CH:22][C:21]=2[CH2:20][CH2:19]1, predict the reaction product. The product is: [Cl:2][C:3]1[C:4]([CH2:15][CH3:16])=[C:5]([N:9]2[CH2:14][CH2:13][N:12]([CH2:32][CH2:31][CH2:30][CH2:29][O:28][C:24]3[N:25]=[C:26]4[C:21]([CH2:20][CH2:19][C:18](=[O:17])[NH:27]4)=[CH:22][CH:23]=3)[CH2:11][CH2:10]2)[CH:6]=[CH:7][CH:8]=1. (4) Given the reactants C([O-])C.[Na+].[SH:5][CH2:6][C:7]([O:9][CH2:10][CH3:11])=[O:8].Cl[C:13]1[C:22]2[C:17](=[C:18]([F:24])[CH:19]=[CH:20][C:21]=2[F:23])[S:16][CH2:15][C:14]=1[CH:25]=O, predict the reaction product. The product is: [F:24][C:18]1[C:17]2[S:16][CH2:15][C:14]3[CH:25]=[C:6]([C:7]([O:9][CH2:10][CH3:11])=[O:8])[S:5][C:13]=3[C:22]=2[C:21]([F:23])=[CH:20][CH:19]=1. (5) Given the reactants Cl[C:2]1[N:12]=[C:11]2[C:5]([N:6]([CH3:19])[C:7](=[O:18])[CH2:8][CH2:9][N:10]2[CH2:13][CH2:14][N:15]([CH3:17])[CH3:16])=[CH:4][N:3]=1.[NH2:20][C:21]1[CH:36]=[CH:35][C:24]([C:25]([NH:27][CH:28]2[CH2:33][CH2:32]N(C)[CH2:30][CH2:29]2)=[O:26])=[CH:23][C:22]=1[O:37][CH3:38].O.[C:40]1(C)C=CC(S(O)(=O)=O)=CC=1.CO, predict the reaction product. The product is: [CH:28]1([NH:27][C:25](=[O:26])[C:24]2[CH:35]=[CH:36][C:21]([NH:20][C:2]3[N:12]=[C:11]4[C:5]([N:6]([CH3:19])[C:7](=[O:18])[CH2:8][CH2:9][N:10]4[CH2:13][CH2:14][N:15]([CH3:17])[CH3:16])=[CH:4][N:3]=3)=[C:22]([O:37][CH3:38])[CH:23]=2)[CH2:29][CH2:30][CH2:40][CH2:32][CH2:33]1. (6) Given the reactants Cl[C:2]1[N:10]=[C:9]([C:11]([F:14])([F:13])[F:12])[N:8]=[C:7]2[C:3]=1[N:4]=[CH:5][N:6]2[CH2:15][C:16]1[CH:21]=[CH:20][CH:19]=[CH:18][C:17]=1[F:22].[NH2:23][CH:24]1[CH2:26][CH2:25]1, predict the reaction product. The product is: [CH:24]1([NH:23][C:2]2[N:10]=[C:9]([C:11]([F:14])([F:13])[F:12])[N:8]=[C:7]3[C:3]=2[N:4]=[CH:5][N:6]3[CH2:15][C:16]2[CH:21]=[CH:20][CH:19]=[CH:18][C:17]=2[F:22])[CH2:26][CH2:25]1.